This data is from Catalyst prediction with 721,799 reactions and 888 catalyst types from USPTO. The task is: Predict which catalyst facilitates the given reaction. (1) Product: [CH3:1][S:2]([O:5][CH:16]1[CH2:17][CH2:18][O:14][CH:13]([C:10]2[CH:9]=[CH:8][C:7]([Cl:6])=[CH:12][N:11]=2)[CH2:15]1)(=[O:4])=[O:3]. The catalyst class is: 2. Reactant: [CH3:1][S:2]([OH:5])(=[O:4])=[O:3].[Cl:6][C:7]1[CH:8]=[CH:9][C:10]([CH:13]=[O:14])=[N:11][CH:12]=1.[CH2:15](O)[CH2:16][CH:17]=[CH2:18]. (2) Reactant: [OH:1][CH2:2][C:3]1[N:7]([CH2:8][CH:9]([CH3:11])[CH3:10])[C:6]([SH:12])=[N:5][N:4]=1.I[CH2:14][CH3:15].C(N(CC)CC)C. Product: [CH2:14]([S:12][C:6]1[N:7]([CH2:8][CH:9]([CH3:10])[CH3:11])[C:3]([CH2:2][OH:1])=[N:4][N:5]=1)[CH3:15]. The catalyst class is: 8. (3) Reactant: Cl.[C:2]([OH:8])([C:4]([F:7])([F:6])[F:5])=[O:3].[CH3:9][O:10][C:11]([NH:13][C@@H:14]([CH:58]([CH3:60])[CH3:59])[C:15]([N:17]1[C@H:22]([C:23]2[NH:24][C:25]([C:28]#[C:29][C:30]3[CH:31]=[C:32]4[C:37](=[CH:38][CH:39]=3)[CH:36]=[C:35]([C:40]3[NH:44][C:43]([C@@H:45]5[CH2:50][C@@H:49]6[C@@H:47]([CH2:48]6)[N:46]5C(OC(C)(C)C)=O)=[N:42][CH:41]=3)[CH:34]=[CH:33]4)=[CH:26][N:27]=2)[CH2:21][C@@H:20]2[C@H:18]1[CH2:19]2)=[O:16])=[O:12].[CH3:61][O:62][C:63]([NH:65][C@@H:66]([CH:70]1[CH2:75][CH2:74]OCC1)[C:67]([OH:69])=O)=[O:64].CCN(C(C)C)C(C)C.CN(C(ON1N=NC2C=CC=NC1=2)=[N+](C)C)C.F[P-](F)(F)(F)(F)F. Product: [C:2]([OH:8])([C:4]([F:7])([F:6])[F:5])=[O:3].[CH3:9][O:10][C:11]([NH:13][C@@H:14]([CH:58]([CH3:60])[CH3:59])[C:15]([N:17]1[C@H:22]([C:23]2[NH:27][CH:26]=[C:25]([C:28]#[C:29][C:30]3[CH:31]=[C:32]4[C:37](=[CH:38][CH:39]=3)[CH:36]=[C:35]([C:40]3[N:44]=[C:43]([C@@H:45]5[CH2:50][C@@H:49]6[C@@H:47]([CH2:48]6)[N:46]5[C:67](=[O:69])[C@@H:66]([NH:65][C:63](=[O:64])[O:62][CH3:61])[CH:70]5[CH2:4][CH2:2][O:8][CH2:74][CH2:75]5)[NH:42][CH:41]=3)[CH:34]=[CH:33]4)[N:24]=2)[CH2:21][C@@H:20]2[C@H:18]1[CH2:19]2)=[O:16])=[O:12]. The catalyst class is: 887.